Dataset: Reaction yield outcomes from USPTO patents with 853,638 reactions. Task: Predict the reaction yield, written as a fraction of the theoretical maximum amount of product (1.0 means a 100% yield; for example, 0.34 means a 34% yield). (1) The reactants are C([O:3][C:4]([C:6]1[S:10][C:9]2=[CH:11][N:12]=[C:13]([CH3:14])[N:8]2[N:7]=1)=[O:5])C.[OH-].[Na+]. The catalyst is C1COCC1. The product is [CH3:14][C:13]1[N:8]2[C:9]([S:10][C:6]([C:4]([OH:5])=[O:3])=[N:7]2)=[CH:11][N:12]=1. The yield is 0.720. (2) The reactants are [Br:1][C:2]1[CH:10]=[CH:9][C:5]([C:6](O)=[O:7])=[CH:4][C:3]=1[O:11][CH3:12].[CH3:13][S:14]([NH2:17])(=[O:16])=[O:15].CCN=C=NCCCN(C)C.Cl. The catalyst is C(Cl)Cl.CN(C1C=CN=CC=1)C. The product is [Br:1][C:2]1[CH:10]=[CH:9][C:5]([C:6]([NH:17][S:14]([CH3:13])(=[O:16])=[O:15])=[O:7])=[CH:4][C:3]=1[O:11][CH3:12]. The yield is 0.770.